The task is: Predict which catalyst facilitates the given reaction.. This data is from Catalyst prediction with 721,799 reactions and 888 catalyst types from USPTO. (1) Product: [Cl:1][C:2]1[CH:10]=[C:9]2[C:5]([C:6]([C:20]([N:29]3[CH2:34][CH2:33][CH:32]([N:35]4[C:43]5[C:38](=[CH:39][CH:40]=[CH:41][CH:42]=5)[CH2:37][C:36]4=[O:44])[CH2:31][CH2:30]3)=[O:22])=[CH:7][N:8]2[CH2:11][C:12]2[CH:17]=[C:16]([F:18])[CH:15]=[C:14]([F:19])[CH:13]=2)=[CH:4][CH:3]=1. Reactant: [Cl:1][C:2]1[CH:10]=[C:9]2[C:5]([C:6]([C:20]([OH:22])=O)=[CH:7][N:8]2[CH2:11][C:12]2[CH:17]=[C:16]([F:18])[CH:15]=[C:14]([F:19])[CH:13]=2)=[CH:4][CH:3]=1.C(Cl)(=O)C(Cl)=O.[NH:29]1[CH2:34][CH2:33][CH:32]([N:35]2[C:43]3[C:38](=[CH:39][CH:40]=[CH:41][CH:42]=3)[CH2:37][C:36]2=[O:44])[CH2:31][CH2:30]1.C(N(CC)CC)C. The catalyst class is: 174. (2) Reactant: [CH3:1][O:2][C:3]([C:5]1[S:6][C:7]([C:11]2[CH:16]=[CH:15][CH:14]=[CH:13][CH:12]=2)=[CH:8][C:9]=1[NH2:10])=[O:4].[Cl:17][C:18]1[CH:26]=[CH:25][C:21]([C:22](Cl)=[O:23])=[CH:20][CH:19]=1. Product: [CH3:1][O:2][C:3]([C:5]1[S:6][C:7]([C:11]2[CH:16]=[CH:15][CH:14]=[CH:13][CH:12]=2)=[CH:8][C:9]=1[NH:10][C:22](=[O:23])[C:21]1[CH:25]=[CH:26][C:18]([Cl:17])=[CH:19][CH:20]=1)=[O:4]. The catalyst class is: 17. (3) Reactant: [F:1][C:2]1[CH:3]=[C:4](/[CH:9]=[CH:10]/[CH:11]=O)[CH:5]=[C:6]([F:8])[CH:7]=1.[CH2:13]([NH:20][CH2:21][CH2:22][C:23]#[N:24])[C:14]1[CH:19]=[CH:18][CH:17]=[CH:16][CH:15]=1.[BH-](OC(C)=O)(OC(C)=O)OC(C)=O.[Na+].CC(O)=O. Product: [CH2:13]([N:20]([CH2:11]/[CH:10]=[CH:9]/[C:4]1[CH:3]=[C:2]([F:1])[CH:7]=[C:6]([F:8])[CH:5]=1)[CH2:21][CH2:22][C:23]#[N:24])[C:14]1[CH:19]=[CH:18][CH:17]=[CH:16][CH:15]=1. The catalyst class is: 26.